From a dataset of Forward reaction prediction with 1.9M reactions from USPTO patents (1976-2016). Predict the product of the given reaction. (1) Given the reactants OC(C(F)(F)F)=O.[NH2:8][C@@H:9]([CH3:38])[C:10]([NH:12][C@@H:13]([CH2:31][C:32]1[CH:37]=[CH:36][CH:35]=[CH:34][N:33]=1)[C:14]([NH:16][C@@H:17]([CH2:24][C:25]1[CH:30]=[CH:29][CH:28]=[CH:27][CH:26]=1)[C:18]([C@:20]1([CH3:23])[CH2:22][O:21]1)=[O:19])=[O:15])=[O:11].[O:39]1[CH2:44][CH2:43][N:42]([CH2:45][C:46](O)=[O:47])[CH2:41][CH2:40]1.C1C=CC2N(O)N=NC=2C=1.CN(C(ON1N=NC2C=CC=CC1=2)=[N+](C)C)C.F[P-](F)(F)(F)(F)F.CCN(C(C)C)C(C)C, predict the reaction product. The product is: [CH3:23][C@:20]1([C:18](=[O:19])[C@@H:17]([NH:16][C:14](=[O:15])[C@@H:13]([NH:12][C:10](=[O:11])[C@@H:9]([NH:8][C:46](=[O:47])[CH2:45][N:42]2[CH2:43][CH2:44][O:39][CH2:40][CH2:41]2)[CH3:38])[CH2:31][C:32]2[CH:37]=[CH:36][CH:35]=[CH:34][N:33]=2)[CH2:24][C:25]2[CH:30]=[CH:29][CH:28]=[CH:27][CH:26]=2)[CH2:22][O:21]1. (2) Given the reactants [C:1]([NH2:5])(=[O:4])[C:2]#[CH:3].[CH2:6]([O:13][N:14]1[C:20](=[O:21])[N:19]2[CH2:22][C@H:15]1[CH2:16][CH2:17][C@H:18]2/[C:23](/Cl)=[N:24]/[OH:25])[C:7]1[CH:12]=[CH:11][CH:10]=[CH:9][CH:8]=1, predict the reaction product. The product is: [CH2:6]([O:13][N:14]1[C:20](=[O:21])[N:19]2[CH2:22][C@H:15]1[CH2:16][CH2:17][C@H:18]2[C:23]1[CH:3]=[C:2]([C:1]([NH2:5])=[O:4])[O:25][N:24]=1)[C:7]1[CH:8]=[CH:9][CH:10]=[CH:11][CH:12]=1. (3) Given the reactants [H-].[Na+].C([O:10][C:11](=O)[NH:12][C@@H:13]([C@@H:27]([F:30])[CH2:28][CH3:29])[CH2:14][NH:15][C:16]1[C:21]([F:22])=[CH:20][C:19]([C:23]([F:26])([F:25])[F:24])=[CH:18][N:17]=1)C1C=CC=CC=1.O, predict the reaction product. The product is: [F:30][C@H:27]([C@H:13]1[CH2:14][N:15]([C:16]2[C:21]([F:22])=[CH:20][C:19]([C:23]([F:26])([F:25])[F:24])=[CH:18][N:17]=2)[C:11](=[O:10])[NH:12]1)[CH2:28][CH3:29]. (4) Given the reactants [Cl:1][C:2]1[CH:3]=[C:4]([CH2:10][NH:11][C@H:12]2[CH2:17][CH2:16][N:15]([CH2:18][CH2:19][N:20]3[C:29]4[C:24](=[N:25][CH:26]=[C:27]([F:30])[CH:28]=4)[CH:23]=[CH:22][C:21]3=[O:31])[CH2:14][C@H:13]2[OH:32])[CH:5]=[N:6][C:7]=1[CH2:8][OH:9].Cl, predict the reaction product. The product is: [ClH:1].[Cl:1][C:2]1[CH:3]=[C:4]([CH2:10][NH:11][C@H:12]2[CH2:17][CH2:16][N:15]([CH2:18][CH2:19][N:20]3[C:29]4[C:24](=[N:25][CH:26]=[C:27]([F:30])[CH:28]=4)[CH:23]=[CH:22][C:21]3=[O:31])[CH2:14][C@H:13]2[OH:32])[CH:5]=[N:6][C:7]=1[CH2:8][OH:9]. (5) The product is: [ClH:12].[Cl:12][C:11]1[CH:7]=[C:3]([C:4]([NH2:6])=[O:5])[C:1](=[NH:2])[N:15]([CH2:16][C:17]2[CH:22]=[C:21]([F:23])[CH:20]=[CH:19][C:18]=2[S:24](=[O:25])(=[O:26])[NH:27][CH2:28][CH2:29][O:30][CH3:31])[CH:10]=1. Given the reactants [C:1]([CH:3]([CH:7]1[C:11]([Cl:12])=[C:10](Cl)C(=O)O1)[C:4]([NH2:6])=[O:5])#[N:2].[NH2:15][CH2:16][C:17]1[CH:22]=[C:21]([F:23])[CH:20]=[CH:19][C:18]=1[S:24]([NH:27][CH2:28][CH2:29][O:30][CH3:31])(=[O:26])=[O:25].C(=O)([O-])[O-].[K+].[K+], predict the reaction product. (6) Given the reactants [CH3:1][O:2][C:3]1[C:4]([OH:21])=[CH:5][C:6]([OH:20])=[C:7]2[C:12](=[O:13])[CH:11]=[C:10]([C:14]3[CH:15]=[CH:16][CH:17]=[CH:18][CH:19]=3)[O:9][C:8]=12.[CH2:22]=O.[NH:24]1[CH2:29][CH2:28][O:27][CH2:26][CH2:25]1, predict the reaction product. The product is: [OH:20][C:6]1[C:5]([CH2:22][N:24]2[CH2:29][CH2:28][O:27][CH2:26][CH2:25]2)=[C:4]([OH:21])[C:3]([O:2][CH3:1])=[C:8]2[C:7]=1[C:12](=[O:13])[CH:11]=[C:10]([C:14]1[CH:19]=[CH:18][CH:17]=[CH:16][CH:15]=1)[O:9]2. (7) Given the reactants [N:1]1([C:7]([N:9]2[CH2:14][CH:13]([C:15]3[CH:20]=[CH:19][C:18]([C:21]([F:24])([F:23])[F:22])=[CH:17][CH:16]=3)[CH2:12][CH:11]([C:25](=[S:27])[NH2:26])[CH2:10]2)=[O:8])[CH2:6][CH2:5][O:4][CH2:3][CH2:2]1.Br[CH2:29][C:30]([C:32]1[CH:37]=[CH:36][CH:35]=[CH:34][N:33]=1)=O, predict the reaction product. The product is: [N:33]1[CH:34]=[CH:35][CH:36]=[CH:37][C:32]=1[C:30]1[N:26]=[C:25]([CH:11]2[CH2:12][CH:13]([C:15]3[CH:20]=[CH:19][C:18]([C:21]([F:22])([F:23])[F:24])=[CH:17][CH:16]=3)[CH2:14][N:9]([C:7]([N:1]3[CH2:6][CH2:5][O:4][CH2:3][CH2:2]3)=[O:8])[CH2:10]2)[S:27][CH:29]=1.